From a dataset of Full USPTO retrosynthesis dataset with 1.9M reactions from patents (1976-2016). Predict the reactants needed to synthesize the given product. Given the product [F:12][C:13]([F:24])([F:25])[O:14][C:15]1[CH:20]=[C:19]([C:2]2[C:10]3[C:5](=[N:6][CH:7]=[N:8][C:9]=3[NH2:11])[NH:4][N:3]=2)[CH:18]=[CH:17][CH:16]=1, predict the reactants needed to synthesize it. The reactants are: I[C:2]1[C:10]2[C:5](=[N:6][CH:7]=[N:8][C:9]=2[NH2:11])[NH:4][N:3]=1.[F:12][C:13]([F:25])([F:24])[O:14][C:15]1[CH:16]=[C:17](B(O)O)[CH:18]=[CH:19][CH:20]=1.C(=O)([O-])[O-].[Na+].[Na+].ClCCl.